From a dataset of Forward reaction prediction with 1.9M reactions from USPTO patents (1976-2016). Predict the product of the given reaction. (1) Given the reactants Cl.[N:2]1[C:11]2[C:6](=[CH:7][CH:8]=[CH:9][CH:10]=2)[C:5](O)=[CH:4][N:3]=1.Br[CH2:14][C:15]([O:17][CH2:18][CH3:19])=[O:16].[H-].[Na+].[CH3:22][CH2:23][CH2:24][CH2:22][CH2:23][CH2:24]C.CC[O:31]C(C)=[O:31].C[N:36]([CH:38]=[O:39])C, predict the reaction product. The product is: [O:39]=[C:38]1[N:36]([O:31][CH2:24][CH:23]=[CH2:22])[CH:5]2[CH2:4][N:3]1[N:2]([CH2:14][C:15]([O:17][CH2:18][CH3:19])=[O:16])[C:11]1[CH:10]=[CH:9][CH:8]=[CH:7][C:6]=12. (2) Given the reactants C[N:2]([CH:4]=[C:5]1[CH2:9][CH2:8][CH2:7][C:6]1=[O:10])[CH3:3].C(N)[C:12]1[CH:17]=[CH:16][CH:15]=[CH:14][CH:13]=1, predict the reaction product. The product is: [CH2:3]([NH:2][CH:4]=[C:5]1[CH2:9][CH2:8][CH2:7][C:6]1=[O:10])[C:12]1[CH:17]=[CH:16][CH:15]=[CH:14][CH:13]=1. (3) Given the reactants [O:1]1[C:5]2[CH:6]=[CH:7][C:8]([C:10]#[C:11][C:12]([N:14]3[CH2:29][CH2:28][C:17]4([CH2:20][N:19](C(OC(C)(C)C)=O)[CH2:18]4)[CH2:16][CH2:15]3)=[O:13])=[CH:9][C:4]=2[O:3][CH2:2]1.[ClH:30], predict the reaction product. The product is: [ClH:30].[O:1]1[C:5]2[CH:6]=[CH:7][C:8]([C:10]#[C:11][C:12]([N:14]3[CH2:15][CH2:16][C:17]4([CH2:18][NH:19][CH2:20]4)[CH2:28][CH2:29]3)=[O:13])=[CH:9][C:4]=2[O:3][CH2:2]1. (4) The product is: [CH2:1]([O:8][C:9]1[CH:14]=[CH:13][C:12]([C:15]#[N:16])=[CH:11][C:10]=1[CH:17]([CH2:22][C:23]1[CH:28]=[CH:27][CH:26]=[CH:25][CH:24]=1)[C:18]([OH:20])=[O:19])[C:2]1[CH:3]=[CH:4][CH:5]=[CH:6][CH:7]=1. Given the reactants [CH2:1]([O:8][C:9]1[CH:14]=[CH:13][C:12]([C:15]#[N:16])=[CH:11][C:10]=1[CH:17]([CH2:22][C:23]1[CH:28]=[CH:27][CH:26]=[CH:25][CH:24]=1)[C:18]([O:20]C)=[O:19])[C:2]1[CH:7]=[CH:6][CH:5]=[CH:4][CH:3]=1.[OH-].[Na+], predict the reaction product. (5) Given the reactants [CH3:1][NH2:2].CO.[Cl:5][C:6]1[CH:11]=[C:10](I)[C:9]([C:13]([F:16])([F:15])[F:14])=[CH:8][N:7]=1, predict the reaction product. The product is: [Cl:5][C:6]1[CH:11]=[C:10]([NH:2][CH3:1])[C:9]([C:13]([F:16])([F:15])[F:14])=[CH:8][N:7]=1. (6) The product is: [F:35][C:2]([F:1])([F:36])[C:3]1[CH:30]=[C:29]([C:31]([F:34])([F:32])[F:33])[CH:28]=[CH:27][C:4]=1[CH2:5][N:6]1[C:14]2[C:9](=[CH:10][C:11](/[CH:15]=[C:16]3/[C:17](=[O:26])[N:18]([CH2:22][C:23]([NH:41][S:38]([CH3:37])(=[O:40])=[O:39])=[O:24])[C:19](=[O:21])[S:20]/3)=[CH:12][CH:13]=2)[CH:8]=[N:7]1. Given the reactants [F:1][C:2]([F:36])([F:35])[C:3]1[CH:30]=[C:29]([C:31]([F:34])([F:33])[F:32])[CH:28]=[CH:27][C:4]=1[CH2:5][N:6]1[C:14]2[C:9](=[CH:10][C:11](/[CH:15]=[C:16]3/[C:17](=[O:26])[N:18]([CH2:22][C:23](O)=[O:24])[C:19](=[O:21])[S:20]/3)=[CH:12][CH:13]=2)[CH:8]=[N:7]1.[CH3:37][S:38]([NH2:41])(=[O:40])=[O:39], predict the reaction product. (7) Given the reactants [H-].[Na+].[CH3:3][O:4][CH2:5][CH2:6][OH:7].[H][H].Cl[C:11]1[CH:16]=[C:15]([CH3:17])[C:14]([N+:18]([O-:20])=[O:19])=[CH:13][N:12]=1, predict the reaction product. The product is: [CH3:3][O:4][CH2:5][CH2:6][O:7][C:11]1[CH:16]=[C:15]([CH3:17])[C:14]([N+:18]([O-:20])=[O:19])=[CH:13][N:12]=1.